This data is from Reaction yield outcomes from USPTO patents with 853,638 reactions. The task is: Predict the reaction yield, written as a fraction of the theoretical maximum amount of product (1.0 means a 100% yield; for example, 0.34 means a 34% yield). (1) The reactants are [Cl:1][C:2]1[CH:7]=[CH:6][C:5](I)=[CH:4][CH:3]=1.[CH2:9]([N:11]([CH2:33][CH3:34])[CH:12]1[CH2:16][CH2:15][N:14]([C:17]([C:19]2[C:23]([CH3:24])=[C:22]([C:25]3[CH:30]=[CH:29][CH:28]=[C:27]([C:31]#[CH:32])[CH:26]=3)[NH:21][N:20]=2)=[O:18])[CH2:13]1)[CH3:10]. No catalyst specified. The product is [Cl:1][C:2]1[CH:7]=[CH:6][C:5]([C:32]#[C:31][C:27]2[CH:26]=[C:25]([C:22]3[NH:21][N:20]=[C:19]([C:17]([N:14]4[CH2:15][CH2:16][CH:12]([N:11]([CH2:33][CH3:34])[CH2:9][CH3:10])[CH2:13]4)=[O:18])[C:23]=3[CH3:24])[CH:30]=[CH:29][CH:28]=2)=[CH:4][CH:3]=1. The yield is 0.740. (2) The yield is 0.399. The catalyst is CC#N. The product is [Br-:23].[CH:25]1([CH2:24][N+:1]23[CH2:6][CH2:5][C:4]([C:9]([OH:10])([C:17]4[CH:22]=[CH:21][CH:20]=[CH:19][CH:18]=4)[C:11]4[CH:12]=[CH:13][CH:14]=[CH:15][CH:16]=4)([CH2:3][CH2:2]2)[CH2:7][CH2:8]3)[CH2:27][CH2:26]1. The reactants are [N:1]12[CH2:8][CH2:7][C:4]([C:9]([C:17]3[CH:22]=[CH:21][CH:20]=[CH:19][CH:18]=3)([C:11]3[CH:16]=[CH:15][CH:14]=[CH:13][CH:12]=3)[OH:10])([CH2:5][CH2:6]1)[CH2:3][CH2:2]2.[Br:23][CH2:24][CH:25]1[CH2:27][CH2:26]1. (3) The reactants are [CH3:1][C:2]1[CH:9]=[CH:8][C:5]([CH:6]=O)=[CH:4][N:3]=1.[NH2:10][OH:11]. The catalyst is CO. The product is [CH3:1][C:2]1[CH:9]=[CH:8][C:5]([CH:6]=[N:10][OH:11])=[CH:4][N:3]=1. The yield is 0.940. (4) The reactants are Cl[CH2:2][CH2:3][C:4]1[C:9](=[O:10])[N:8]2[CH2:11][CH2:12][CH2:13][CH2:14][C:7]2=[N:6][C:5]=1[CH3:15].[F:16][C:17]1[CH:31]=[CH:30][C:20]2[C:21]([CH:24]3[CH2:29][CH2:28][NH:27][CH2:26][CH2:25]3)=[N:22][O:23][C:19]=2[CH:18]=1.C(=O)([O-])[O-].[Na+].[Na+]. The catalyst is [I-].[K+].C(O)(C)C. The product is [CH3:15][C:5]1[N:6]=[C:7]2[N:8]([CH2:11][CH2:12][CH2:13][CH2:14]2)[C:9](=[O:10])[C:4]=1[CH2:3][CH2:2][N:27]1[CH2:26][CH2:25][CH:24]([C:21]2[C:20]3[CH:30]=[CH:31][C:17]([F:16])=[CH:18][C:19]=3[O:23][N:22]=2)[CH2:29][CH2:28]1. The yield is 0.730. (5) The reactants are O.[O:2]1[CH2:7][CH:6]=[C:5]([C:8]2[N:13]=[C:12]([C:14]3[CH:19]=[CH:18][C:17]([N+:20]([O-])=O)=[CH:16][CH:15]=3)[N:11]=[C:10]([N:23]3[CH:28]4[CH2:29][CH2:30][CH:24]3[CH2:25][O:26][CH2:27]4)[N:9]=2)[CH2:4][CH2:3]1. The catalyst is C(O)(=O)C.C(OCC)(=O)C.[Fe]. The product is [CH:24]12[N:23]([C:10]3[N:9]=[C:8]([C:5]4[CH2:6][CH2:7][O:2][CH2:3][CH:4]=4)[N:13]=[C:12]([C:14]4[CH:15]=[CH:16][C:17]([NH2:20])=[CH:18][CH:19]=4)[N:11]=3)[CH:28]([CH2:29][CH2:30]1)[CH2:27][O:26][CH2:25]2. The yield is 0.740.